From a dataset of Full USPTO retrosynthesis dataset with 1.9M reactions from patents (1976-2016). Predict the reactants needed to synthesize the given product. (1) Given the product [CH2:11]([NH:10][CH2:9][CH:8]([NH:14][C:15]1[CH:16]=[C:17]2[C:26](=[CH:27][CH:28]=1)[S:25][C:24]1[C:23]([C:29]3[NH:30][C:31](=[O:41])[CH:32]=[C:33]([N:35]4[CH2:36][CH2:37][O:38][CH2:39][CH2:40]4)[CH:34]=3)=[CH:22][CH:21]=[CH:20][C:19]=1[S:18]2)[C:6]1[CH:5]=[CH:4][CH:3]=[C:2]([CH3:1])[N:7]=1)[CH3:12], predict the reactants needed to synthesize it. The reactants are: [CH3:1][C:2]1[N:7]=[C:6]([CH:8]([NH:14][C:15]2[CH:28]=[CH:27][C:26]3[S:25][C:24]4[C:19](=[CH:20][CH:21]=[CH:22][C:23]=4[C:29]4[NH:30][C:31](=[O:41])[CH:32]=[C:33]([N:35]5[CH2:40][CH2:39][O:38][CH2:37][CH2:36]5)[CH:34]=4)[S:18][C:17]=3[CH:16]=2)[CH2:9][NH:10][C:11](=O)[CH3:12])[CH:5]=[CH:4][CH:3]=1.C(=O)([O-])O.[Na+].[Cl-].[Na+]. (2) Given the product [CH2:29]([N:36]([CH2:37][C@@H:39]1[CH2:40][C@H:41]([OH:43])[CH2:42]1)[CH3:44])[C:30]1[CH:35]=[CH:34][CH:33]=[CH:32][CH:31]=1, predict the reactants needed to synthesize it. The reactants are: CN(CC1CC(OC2C=CC(CN3CCCC3)=CC=2)C1)S(CC(F)(F)F)(=O)=O.[CH2:29]([N:36]([CH3:44])[C:37]([CH:39]1[CH2:42][C:41](=[O:43])[CH2:40]1)=O)[C:30]1[CH:35]=[CH:34][CH:33]=[CH:32][CH:31]=1.[H-].[H-].[H-].[H-].[Li+].[Al+3].[OH-].[Na+]. (3) Given the product [CH3:39][C:36]1[CH:37]=[CH:38][C:33]([NH:32][C:6]([C:8]2[CH:19]=[C:18]([O:20][C:21]3[CH:26]=[CH:25][C:24]([S:27]([CH3:30])(=[O:28])=[O:29])=[C:23]([F:31])[CH:22]=3)[C:11]3[CH2:12][C:13]([CH2:16][OH:17])([CH3:15])[O:14][C:10]=3[CH:9]=2)=[O:5])=[N:34][CH:35]=1, predict the reactants needed to synthesize it. The reactants are: C([O:5][C:6]([C:8]1[CH:19]=[C:18]([O:20][C:21]2[CH:26]=[CH:25][C:24]([S:27]([CH3:30])(=[O:29])=[O:28])=[C:23]([F:31])[CH:22]=2)[C:11]2[CH2:12][C:13]([CH2:16][OH:17])([CH3:15])[O:14][C:10]=2[CH:9]=1)=O)(C)(C)C.[NH2:32][C:33]1[CH:38]=[CH:37][C:36]([CH3:39])=[CH:35][N:34]=1. (4) The reactants are: [O:1]1CCC[CH2:2]1.Br[C:7]1[CH:20]=[CH:19][C:10]([CH2:11][O:12][C:13]2[CH:18]=[CH:17][CH:16]=[CH:15][N:14]=2)=[CH:9][CH:8]=1.C([Li])CCC.CN(C)C=O. Given the product [N:14]1[CH:15]=[CH:16][CH:17]=[CH:18][C:13]=1[O:12][CH2:11][C:10]1[CH:19]=[CH:20][C:7]([CH:2]=[O:1])=[CH:8][CH:9]=1, predict the reactants needed to synthesize it. (5) Given the product [O:27]=[C:13]1[C@@H:12]([NH:11][C:9](=[O:10])[O:8][CH2:1][C:2]2[CH:7]=[CH:6][CH:5]=[CH:4][CH:3]=2)[CH2:16][CH2:15][N:14]1[CH:17]1[CH2:26][CH2:25][C:20](=[O:21])[CH2:19][CH2:18]1, predict the reactants needed to synthesize it. The reactants are: [CH2:1]([O:8][C:9]([NH:11][C@H:12]1[CH2:16][CH2:15][N:14]([CH:17]2[CH2:26][CH2:25][C:20]3(OCC[O:21]3)[CH2:19][CH2:18]2)[C:13]1=[O:27])=[O:10])[C:2]1[CH:7]=[CH:6][CH:5]=[CH:4][CH:3]=1.C1(C)C=CC(S(O)(=O)=O)=CC=1.Cl.C(=O)(O)[O-].[Na+]. (6) Given the product [CH2:12]([NH:11][C:7]1[N:6]=[C:5]2[N:4]([C@H:16]3[CH2:21][CH2:20][C@H:19]([OH:22])[CH2:18][CH2:17]3)[N:3]=[C:2]([C:34]3[CH:33]=[CH:32][C:31]([CH2:30][N:27]4[CH2:28][CH2:29][N:24]([CH3:23])[CH2:25][CH2:26]4)=[CH:36][CH:35]=3)[C:10]2=[CH:9][N:8]=1)[CH2:13][CH2:14][CH3:15], predict the reactants needed to synthesize it. The reactants are: Br[C:2]1[C:10]2[C:5](=[N:6][C:7]([NH:11][CH2:12][CH2:13][CH2:14][CH3:15])=[N:8][CH:9]=2)[N:4]([C@H:16]2[CH2:21][CH2:20][C@H:19]([OH:22])[CH2:18][CH2:17]2)[N:3]=1.[CH3:23][N:24]1[CH2:29][CH2:28][N:27]([CH2:30][C:31]2[CH:36]=[CH:35][C:34](B3OC(C)(C)C(C)(C)O3)=[CH:33][CH:32]=2)[CH2:26][CH2:25]1.C(=O)([O-])[O-].[K+].[K+]. (7) Given the product [F:1][C:2]1([F:19])[CH2:3][CH2:4][CH:5]([CH2:8][CH:9]=[C:10]([C:12]2([C:15]([F:16])([F:17])[F:18])[CH2:13][CH2:14]2)[O:11][Si:32]([CH2:37][CH3:38])([CH2:35][CH3:36])[CH2:33][CH3:34])[CH2:6][CH2:7]1, predict the reactants needed to synthesize it. The reactants are: [F:1][C:2]1([F:19])[CH2:7][CH2:6][CH:5]([CH2:8][CH2:9][C:10]([C:12]2([C:15]([F:18])([F:17])[F:16])[CH2:14][CH2:13]2)=[O:11])[CH2:4][CH2:3]1.C1CCN2C(=NCCC2)CC1.Cl[Si:32]([CH2:37][CH3:38])([CH2:35][CH3:36])[CH2:33][CH3:34].